From a dataset of Forward reaction prediction with 1.9M reactions from USPTO patents (1976-2016). Predict the product of the given reaction. (1) Given the reactants C(N(C(C)C)CC)(C)C.Br[CH2:11][CH2:12][S:13][C:14]1[S:15][CH:16]=[CH:17][CH:18]=1.Br.[O:20]=[C:21]([C:34]1[C:43]2[C:38](=[CH:39][CH:40]=[C:41]([O:44][CH3:45])[CH:42]=2)[N:37]=[CH:36][CH:35]=1)[CH2:22][CH2:23][C@@H:24]1[CH2:29][CH2:28][NH:27][CH2:26][C@@H:25]1[C:30]([O:32][CH3:33])=[O:31].O, predict the reaction product. The product is: [S:15]1[CH:16]=[CH:17][CH:18]=[C:14]1[S:13][CH2:12][CH2:11][N:27]1[CH2:28][CH2:29][C@@H:24]([CH2:23][CH2:22][C:21](=[O:20])[C:34]2[C:43]3[C:38](=[CH:39][CH:40]=[C:41]([O:44][CH3:45])[CH:42]=3)[N:37]=[CH:36][CH:35]=2)[C@@H:25]([C:30]([O:32][CH3:33])=[O:31])[CH2:26]1. (2) Given the reactants [Cl-].O[NH3+:3].[C:4](=[O:7])([O-])[OH:5].[Na+].CS(C)=O.[F:13][C:14]1[CH:15]=[C:16]([N:22]2[C:27](=[O:28])[C:26]([CH2:29][C:30]3[CH:35]=[CH:34][C:33]([C:36]4[C:37]([C:42]#[N:43])=[CH:38][CH:39]=[CH:40][CH:41]=4)=[CH:32][CH:31]=3)=[C:25]([CH2:44][CH2:45][CH3:46])[N:24]=[C:23]2[CH3:47])[CH:17]=[CH:18][C:19]=1[O:20][CH3:21], predict the reaction product. The product is: [F:13][C:14]1[CH:15]=[C:16]([N:22]2[C:27](=[O:28])[C:26]([CH2:29][C:30]3[CH:35]=[CH:34][C:33]([C:36]4[CH:41]=[CH:40][CH:39]=[CH:38][C:37]=4[C:42]4[NH:3][C:4](=[O:7])[O:5][N:43]=4)=[CH:32][CH:31]=3)=[C:25]([CH2:44][CH2:45][CH3:46])[N:24]=[C:23]2[CH3:47])[CH:17]=[CH:18][C:19]=1[O:20][CH3:21]. (3) Given the reactants [F:1][C:2]1[CH:7]=[C:6]([F:8])[CH:5]=[CH:4][C:3]=1[C@@:9]1([CH2:13][N:14]2[CH:18]=[N:17][CH:16]=[N:15]2)[C@H:11]([CH3:12])[O:10]1.C([S:22][C@@H:23]1[CH2:28][O:27][C@@H:26](/[CH:29]=[CH:30]/[C:31]2[CH:36]=[CH:35][C:34]([C:37]([F:40])([F:39])[F:38])=[CH:33][CH:32]=2)[O:25][CH2:24]1)(=O)C, predict the reaction product. The product is: [F:1][C:2]1[CH:7]=[C:6]([F:8])[CH:5]=[CH:4][C:3]=1[C@:9]([OH:10])([C@H:11]([S:22][C@@H:23]1[CH2:24][O:25][C@@H:26](/[CH:29]=[CH:30]/[C:31]2[CH:36]=[CH:35][C:34]([C:37]([F:40])([F:39])[F:38])=[CH:33][CH:32]=2)[O:27][CH2:28]1)[CH3:12])[CH2:13][N:14]1[CH:18]=[N:17][CH:16]=[N:15]1. (4) Given the reactants [CH2:1]([O:8][C:9](=[O:28])[N:10]([CH2:21][C:22]1[CH:27]=[CH:26][CH:25]=[CH:24][CH:23]=1)[CH:11]([CH3:20])[CH2:12][C:13]1[CH:18]=[CH:17][C:16](Br)=[CH:15][CH:14]=1)[C:2]1[CH:7]=[CH:6][CH:5]=[CH:4][CH:3]=1.[CH3:29][CH2:30][CH2:31]C(C)C.C(OCC)(=O)C, predict the reaction product. The product is: [CH2:1]([O:8][C:9](=[O:28])[N:10]([CH2:21][C:22]1[CH:27]=[CH:26][CH:25]=[CH:24][CH:23]=1)[CH:11]([CH3:20])[CH2:12][C:13]1[CH:18]=[CH:17][C:16]([CH2:29][CH2:30][CH3:31])=[CH:15][CH:14]=1)[C:2]1[CH:7]=[CH:6][CH:5]=[CH:4][CH:3]=1. (5) Given the reactants [CH:1]1([C:6]([O:8][CH3:9])=[O:7])[CH2:5][CH2:4][CH2:3][CH2:2]1.[Li+].[CH3:11]C([N-]C(C)C)C.CI, predict the reaction product. The product is: [CH3:11][C:1]1([C:6]([O:8][CH3:9])=[O:7])[CH2:5][CH2:4][CH2:3][CH2:2]1.